This data is from Catalyst prediction with 721,799 reactions and 888 catalyst types from USPTO. The task is: Predict which catalyst facilitates the given reaction. (1) Reactant: Cl.[CH3:2][O:3][C:4]1[CH:5]=[C:6]([C:12]2[C@@H:21]3[C@@H:16]([CH2:17][CH2:18][CH2:19][CH2:20]3)[C:15](=[O:22])[N:14]([CH:23]3[CH2:28][CH2:27][NH:26][CH2:25][CH2:24]3)[N:13]=2)[CH:7]=[CH:8][C:9]=1[O:10][CH3:11].[C:29]([O:33][C:34]([NH:36][C@H:37]([CH:41]1[CH2:46][CH2:45][CH2:44][CH2:43][CH2:42]1)[C:38](O)=[O:39])=[O:35])([CH3:32])([CH3:31])[CH3:30].CN(C(ON1N=NC2C=CC=CC1=2)=[N+](C)C)C.F[P-](F)(F)(F)(F)F.CCN(C(C)C)C(C)C. Product: [CH:41]1([C@@H:37]([NH:36][C:34](=[O:35])[O:33][C:29]([CH3:31])([CH3:30])[CH3:32])[C:38]([N:26]2[CH2:25][CH2:24][CH:23]([N:14]3[N:13]=[C:12]([C:6]4[CH:7]=[CH:8][C:9]([O:10][CH3:11])=[C:4]([O:3][CH3:2])[CH:5]=4)[C@@H:21]4[C@@H:16]([CH2:17][CH2:18][CH2:19][CH2:20]4)[C:15]3=[O:22])[CH2:28][CH2:27]2)=[O:39])[CH2:42][CH2:43][CH2:44][CH2:45][CH2:46]1. The catalyst class is: 2. (2) Reactant: [CH3:1][N:2]1[CH:6]=[C:5]([C:7]2[C:8]([C:32]#[N:33])=[CH:9][C:10]3[N:15]([C:16]4[C:20]5[CH2:21][NH:22][CH2:23][CH2:24][C:19]=5[N:18]([CH:25]5[CH2:30][CH2:29][O:28][CH2:27][CH2:26]5)[N:17]=4)[CH2:14][CH2:13][O:12][C:11]=3[CH:31]=2)[CH:4]=[N:3]1.C(N(CC)CC)C.[CH3:41][NH:42][C:43](N1C=CN=C1)=[O:44]. Product: [C:32]([C:8]1[C:7]([C:5]2[CH:4]=[N:3][N:2]([CH3:1])[CH:6]=2)=[CH:31][C:11]2[O:12][CH2:13][CH2:14][N:15]([C:16]3[C:20]4[CH2:21][N:22]([C:43]([NH:42][CH3:41])=[O:44])[CH2:23][CH2:24][C:19]=4[N:18]([CH:25]4[CH2:26][CH2:27][O:28][CH2:29][CH2:30]4)[N:17]=3)[C:10]=2[CH:9]=1)#[N:33]. The catalyst class is: 2. (3) Reactant: [H-].[Na+].[F:3][C:4]1[CH:5]=[N:6][N:7]([CH2:9][C:10]#[N:11])[CH:8]=1.Br[CH2:13][CH2:14]Br.[Cl-].[NH4+]. Product: [F:3][C:4]1[CH:5]=[N:6][N:7]([C:9]2([C:10]#[N:11])[CH2:14][CH2:13]2)[CH:8]=1. The catalyst class is: 16. (4) Reactant: [K+].[C:2]([C:4]1[N:5]=[C:6]([C:17]([O-:19])=O)[N:7]([CH2:9][O:10][CH2:11][CH2:12][Si:13]([CH3:16])([CH3:15])[CH3:14])[CH:8]=1)#[N:3].N1C=CC=CC=1.O=S(Cl)Cl.[C:30]1([C:36]2[CH:41]=[C:40]([S:42]([N:45]3[CH2:50][CH2:49][O:48][CH2:47][CH2:46]3)(=[O:44])=[O:43])[CH:39]=[CH:38][C:37]=2[NH2:51])[CH2:35][CH2:34][CH2:33][CH2:32][CH:31]=1.C(N(CC)CC)C. Product: [C:30]1([C:36]2[CH:41]=[C:40]([S:42]([N:45]3[CH2:50][CH2:49][O:48][CH2:47][CH2:46]3)(=[O:44])=[O:43])[CH:39]=[CH:38][C:37]=2[NH:51][C:17]([C:6]2[N:7]([CH2:9][O:10][CH2:11][CH2:12][Si:13]([CH3:14])([CH3:15])[CH3:16])[CH:8]=[C:4]([C:2]#[N:3])[N:5]=2)=[O:19])[CH2:35][CH2:34][CH2:33][CH2:32][CH:31]=1. The catalyst class is: 2. (5) Reactant: Br[C:2]1[CH:7]=[CH:6][C:5]([N:8]2[C:16]3[C:15]([OH:17])=[C:14]([C:18]#[N:19])[C:13](=[O:20])[NH:12][C:11]=3[CH:10]=[C:9]2[Cl:21])=[CH:4][CH:3]=1.O.[OH:23][C:24]1[C:29]([O:30][CH3:31])=[CH:28][CH:27]=[CH:26][C:25]=1B(O)O.C(=O)([O-])[O-].[Cs+].[Cs+]. Product: [Cl:21][C:9]1[N:8]([C:5]2[CH:6]=[CH:7][C:2]([C:25]3[CH:26]=[CH:27][CH:28]=[C:29]([O:30][CH3:31])[C:24]=3[OH:23])=[CH:3][CH:4]=2)[C:16]2[C:15]([OH:17])=[C:14]([C:18]#[N:19])[C:13](=[O:20])[NH:12][C:11]=2[CH:10]=1. The catalyst class is: 77.